This data is from Forward reaction prediction with 1.9M reactions from USPTO patents (1976-2016). The task is: Predict the product of the given reaction. (1) Given the reactants BrCCBr.Cl[Si](C)(C)C.I[CH:11]1[CH2:14][N:13]([C:15]([O:17][C:18]([CH3:21])([CH3:20])[CH3:19])=[O:16])[CH2:12]1.[Cl:22][C:23]1[C:24]([CH3:35])=[C:25](I)[C:26]([O:32][CH3:33])=[C:27]([C:29](=[O:31])[CH3:30])[CH:28]=1.O1C=CC=C1P(C1OC=CC=1)C1OC=CC=1, predict the reaction product. The product is: [C:29]([C:27]1[C:26]([O:32][CH3:33])=[C:25]([CH:11]2[CH2:14][N:13]([C:15]([O:17][C:18]([CH3:21])([CH3:20])[CH3:19])=[O:16])[CH2:12]2)[C:24]([CH3:35])=[C:23]([Cl:22])[CH:28]=1)(=[O:31])[CH3:30]. (2) The product is: [Br:1][C:2]1[CH:3]=[C:4]([C:8]2([CH3:20])[C:13]([CH3:15])([CH3:14])[O:12][C:11]([NH:39][C@H:31]([C:32]3[CH:37]=[CH:36][CH:35]=[CH:34][C:33]=3[F:38])[CH2:30][CH2:29][O:28][Si:21]([C:24]([CH3:27])([CH3:26])[CH3:25])([CH3:22])[CH3:23])=[N:10][S:9]2(=[O:19])=[O:18])[CH:5]=[CH:6][CH:7]=1. Given the reactants [Br:1][C:2]1[CH:3]=[C:4]([C:8]2([CH3:20])[C:13]([CH3:15])([CH3:14])[O:12][C:11](OC)=[N:10][S:9]2(=[O:19])=[O:18])[CH:5]=[CH:6][CH:7]=1.[Si:21]([O:28][CH2:29][CH2:30][C@H:31]([NH2:39])[C:32]1[CH:37]=[CH:36][CH:35]=[CH:34][C:33]=1[F:38])([C:24]([CH3:27])([CH3:26])[CH3:25])([CH3:23])[CH3:22], predict the reaction product. (3) Given the reactants [CH2:1]([O:8][N:9]1[C:15](=[O:16])[N:14]2[CH2:17][C@H:10]1[CH2:11][CH2:12][C@H:13]2[C:18]([OH:20])=O)[C:2]1[CH:7]=[CH:6][CH:5]=[CH:4][CH:3]=1.[CH3:21][N:22]([C:24](=[O:27])[CH2:25][CH3:26])[NH2:23].ON1C2C=CC=CC=2N=N1.Cl.C(N=C=NCCCN(C)C)C, predict the reaction product. The product is: [CH2:1]([O:8][N:9]1[C:15](=[O:16])[N:14]2[CH2:17][C@@H:10]1[CH2:11][CH2:12][C@@H:13]2[C:18]([NH:23][N:22]([CH3:21])[C:24](=[O:27])[CH2:25][CH3:26])=[O:20])[C:2]1[CH:3]=[CH:4][CH:5]=[CH:6][CH:7]=1. (4) Given the reactants [NH2:1][CH:2]([CH2:19][C:20]1[CH:25]=[CH:24][CH:23]=[C:22]([O:26][C:27]([F:32])([F:31])[CH:28]([F:30])[F:29])[CH:21]=1)[CH:3]([C:5]1[CH:10]=[CH:9][CH:8]=[C:7]([O:11]CC2C=CC=CC=2)[CH:6]=1)[OH:4], predict the reaction product. The product is: [NH2:1][CH:2]([CH2:19][C:20]1[CH:25]=[CH:24][CH:23]=[C:22]([O:26][C:27]([F:31])([F:32])[CH:28]([F:29])[F:30])[CH:21]=1)[CH:3]([C:5]1[CH:6]=[C:7]([OH:11])[CH:8]=[CH:9][CH:10]=1)[OH:4]. (5) Given the reactants C(=O)([O-])[O-].[K+].[K+].O.[CH3:8][N:9]1[CH:13]=[C:12](B2OC(C)(C)C(C)(C)O2)[CH:11]=[N:10]1.Br[C:24]1[CH:25]=[C:26]([CH2:31][C:32]([O:34][CH3:35])=[O:33])[CH:27]=[CH:28][C:29]=1[F:30], predict the reaction product. The product is: [F:30][C:29]1[CH:24]=[CH:25][C:26]([CH2:31][C:32]([O:34][CH3:35])=[O:33])=[CH:27][C:28]=1[C:12]1[CH:11]=[N:10][N:9]([CH3:8])[CH:13]=1. (6) The product is: [F:1][C:2]1[CH:7]=[C:6]([I:8])[CH:5]=[CH:4][C:3]=1[NH:9][C:10]1[N:15]([CH3:16])[C:14](=[O:17])[C:13]2[CH:18]=[CH:19][O:20][C:12]=2[C:11]=1[C:21]([NH:29][O:28][CH2:27][CH2:26][O:25][CH3:24])=[O:22]. Given the reactants [F:1][C:2]1[CH:7]=[C:6]([I:8])[CH:5]=[CH:4][C:3]=1[NH:9][C:10]1[N:15]([CH3:16])[C:14](=[O:17])[C:13]2[CH:18]=[CH:19][O:20][C:12]=2[C:11]=1[C:21](O)=[O:22].[CH3:24][O:25][CH2:26][CH2:27][O:28][NH2:29], predict the reaction product.